Dataset: Forward reaction prediction with 1.9M reactions from USPTO patents (1976-2016). Task: Predict the product of the given reaction. (1) Given the reactants [F:1][C:2]1[C:10]([O:11][C:12]2[N:17]=[CH:16][N:15]=[C:14]([CH2:18][NH:19][CH3:20])[CH:13]=2)=[CH:9][CH:8]=[C:7]2[C:3]=1[CH:4]=[C:5]([CH3:21])[NH:6]2.O([C:30]([O:32][C:33]([CH3:36])([CH3:35])[CH3:34])=[O:31])[C:30]([O:32][C:33]([CH3:36])([CH3:35])[CH3:34])=[O:31].C([O-])(O)=O.[Na+].O, predict the reaction product. The product is: [C:33]([O:32][C:30](=[O:31])[N:19]([CH2:18][C:14]1[CH:13]=[C:12]([O:11][C:10]2[C:2]([F:1])=[C:3]3[C:7](=[CH:8][CH:9]=2)[NH:6][C:5]([CH3:21])=[CH:4]3)[N:17]=[CH:16][N:15]=1)[CH3:20])([CH3:34])([CH3:35])[CH3:36]. (2) Given the reactants [CH2:1]([NH:5][S:6]([NH:9][C:10](=[O:31])/[CH:11]=[CH:12]/[C:13]1[C:14]([CH3:30])=[N:15][N:16]([CH3:29])[C:17]=1[N:18]1[C:26]2[C:21](=[CH:22][CH:23]=[C:24]([O:27][CH3:28])[CH:25]=2)[CH:20]=[CH:19]1)(=[O:8])=[O:7])[CH2:2][CH2:3][CH3:4].[Cl:32]N1C(=O)CCC1=O.C(OCC)(=O)C, predict the reaction product. The product is: [CH2:1]([NH:5][S:6]([NH:9][C:10](=[O:31])/[CH:11]=[CH:12]/[C:13]1[C:14]([CH3:30])=[N:15][N:16]([CH3:29])[C:17]=1[N:18]1[C:26]2[C:21](=[CH:22][CH:23]=[C:24]([O:27][CH3:28])[CH:25]=2)[C:20]([Cl:32])=[CH:19]1)(=[O:8])=[O:7])[CH2:2][CH2:3][CH3:4]. (3) Given the reactants [C:1]([O:5][C:6](=[O:18])[NH:7][C:8]1[CH:13]=[C:12]([N+:14]([O-])=O)[CH:11]=[CH:10][C:9]=1[CH3:17])([CH3:4])([CH3:3])[CH3:2], predict the reaction product. The product is: [C:1]([O:5][C:6](=[O:18])[NH:7][C:8]1[CH:13]=[C:12]([NH2:14])[CH:11]=[CH:10][C:9]=1[CH3:17])([CH3:4])([CH3:3])[CH3:2]. (4) The product is: [CH2:1]([O:3][C:4](=[O:27])[CH2:5][N:6]1[C:11]([Cl:12])=[CH:10][N:9]=[C:8]([NH:13][C@H:14]([CH2:22][NH2:23])[CH2:15][C:16]2[CH:21]=[CH:20][CH:19]=[CH:18][CH:17]=2)[C:7]1=[O:26])[CH3:2]. Given the reactants [CH2:1]([O:3][C:4](=[O:27])[CH2:5][N:6]1[C:11]([Cl:12])=[CH:10][N:9]=[C:8]([NH:13][C@H:14]([CH2:22][N:23]=[N+]=[N-])[CH2:15][C:16]2[CH:21]=[CH:20][CH:19]=[CH:18][CH:17]=2)[C:7]1=[O:26])[CH3:2].Cl[Sn]Cl, predict the reaction product. (5) Given the reactants [Cl:1][C:2]1[CH:7]=[CH:6][C:5]([OH:8])=[CH:4][CH:3]=1.C([O-])([O-])=O.[Cs+].[Cs+].Br[CH:16]([CH3:22])[C:17]([O:19][CH2:20][CH3:21])=[O:18], predict the reaction product. The product is: [CH2:20]([O:19][C:17](=[O:18])[CH:16]([O:8][C:5]1[CH:6]=[CH:7][C:2]([Cl:1])=[CH:3][CH:4]=1)[CH3:22])[CH3:21]. (6) The product is: [C:10]([C:2]1[CH:3]=[C:4]([CH:7]=[CH:8][CH:9]=1)[CH:5]=[O:6])#[C:11][CH2:12][CH2:13][CH2:14][CH3:15]. Given the reactants Br[C:2]1[CH:3]=[C:4]([CH:7]=[CH:8][CH:9]=1)[CH:5]=[O:6].[CH:10]#[C:11][CH2:12][CH2:13][CH2:14][CH3:15], predict the reaction product. (7) Given the reactants Cl[C:2]1[CH:3]=[C:4]([CH:8]([O:10][C:11]2[CH:16]=[CH:15][CH:14]=[CH:13][C:12]=2[CH2:17][C:18]([O:20]C)=[O:19])[CH3:9])[CH:5]=[CH:6][CH:7]=1.Cl.[NH2:23][CH2:24][C:25]1[CH:26]=[C:27](B(O)O)[CH:28]=[CH:29][CH:30]=1, predict the reaction product. The product is: [NH2:23][CH2:24][C:25]1[CH:30]=[C:29]([C:2]2[CH:7]=[CH:6][CH:5]=[C:4]([CH:8]([O:10][C:11]3[CH:16]=[CH:15][CH:14]=[CH:13][C:12]=3[CH2:17][C:18]([OH:20])=[O:19])[CH3:9])[CH:3]=2)[CH:28]=[CH:27][CH:26]=1.